This data is from Full USPTO retrosynthesis dataset with 1.9M reactions from patents (1976-2016). The task is: Predict the reactants needed to synthesize the given product. (1) The reactants are: C(=O)([O-])[O-].[K+].[K+].[C:15](O[C:15]([O:17][C:18]([CH3:21])([CH3:20])[CH3:19])=[O:16])([O:17][C:18]([CH3:21])([CH3:20])[CH3:19])=[O:16].[Cl:22][C:23]1[CH:37]=[CH:36][C:26]([C:27]([N:29]2[CH2:34][CH2:33][CH2:32][C@@H:31]([NH2:35])[CH2:30]2)=[O:28])=[CH:25][CH:24]=1. Given the product [Cl:22][C:23]1[CH:37]=[CH:36][C:26]([C:27]([N:29]2[CH2:34][CH2:33][CH2:32][C@@H:31]([NH:35][C:15]([O:17][C:18]([CH3:19])([CH3:20])[CH3:21])=[O:16])[CH2:30]2)=[O:28])=[CH:25][CH:24]=1, predict the reactants needed to synthesize it. (2) Given the product [CH3:1][C@H:2]1[CH2:7][NH:6][C@H:5]([CH3:8])[CH2:4][N:3]1[C:17]([O:19][CH2:20][C:21]1[CH:26]=[CH:25][CH:24]=[CH:23][CH:22]=1)=[O:18], predict the reactants needed to synthesize it. The reactants are: [CH3:1][C@@H:2]1[CH2:7][NH:6][C@@H:5]([CH3:8])[CH2:4][NH:3]1.C(N(CC)CC)C.Cl[C:17]([O:19][CH2:20][C:21]1[CH:26]=[CH:25][CH:24]=[CH:23][CH:22]=1)=[O:18]. (3) The reactants are: [Cl:1][C:2]1[CH:3]=[C:4]2[C:8](=[CH:9][CH:10]=1)[NH:7][CH:6]=[C:5]2[CH2:11][CH2:12][NH:13][C:14](=[O:22])[C:15]1[CH:20]=[CH:19][C:18](I)=[CH:17][CH:16]=1.[CH3:23][O:24][C:25]1[CH:30]=[CH:29][C:28](B(O)O)=[CH:27][CH:26]=1.C(=O)([O-])[O-].[Na+].[Na+]. Given the product [Cl:1][C:2]1[CH:3]=[C:4]2[C:8](=[CH:9][CH:10]=1)[NH:7][CH:6]=[C:5]2[CH2:11][CH2:12][NH:13][C:14]([C:15]1[CH:20]=[CH:19][C:18]([C:28]2[CH:29]=[CH:30][C:25]([O:24][CH3:23])=[CH:26][CH:27]=2)=[CH:17][CH:16]=1)=[O:22], predict the reactants needed to synthesize it. (4) Given the product [Br:18][C:8]1[C:7]([C:11]#[N:12])=[N:6][N:5]([CH2:1][CH2:2][CH2:3][CH3:4])[C:9]=1[CH3:10], predict the reactants needed to synthesize it. The reactants are: [CH2:1]([N:5]1[C:9]([CH3:10])=[CH:8][C:7]([C:11]#[N:12])=[N:6]1)[CH2:2][CH2:3][CH3:4].C([O-])(=O)C.[K+].[Br:18]Br. (5) Given the product [ClH:41].[CH3:1][O:2][CH2:3][CH2:4][O:5][C:6]1[CH:7]=[C:8]2[C:13](=[CH:14][C:15]=1[O:16][CH2:17][CH2:18][O:19][CH3:20])[N:12]=[CH:11][N:10]=[C:9]2[S:21][C:22]1[CH:23]=[C:24]([NH:28][C:29]([NH:31][C:32]2[CH:36]=[C:35]([C:37]([CH3:40])([CH3:39])[CH3:38])[O:34][N:33]=2)=[O:30])[CH:25]=[CH:26][CH:27]=1, predict the reactants needed to synthesize it. The reactants are: [CH3:1][O:2][CH2:3][CH2:4][O:5][C:6]1[CH:7]=[C:8]2[C:13](=[CH:14][C:15]=1[O:16][CH2:17][CH2:18][O:19][CH3:20])[N:12]=[CH:11][N:10]=[C:9]2[S:21][C:22]1[CH:23]=[C:24]([NH:28][C:29]([NH:31][C:32]2[CH:36]=[C:35]([C:37]([CH3:40])([CH3:39])[CH3:38])[O:34][N:33]=2)=[O:30])[CH:25]=[CH:26][CH:27]=1.[ClH:41].CCOCC. (6) Given the product [CH3:1][S:2]([C:3]1[CH:8]=[CH:7][C:6]([CH:9]([CH2:19][C@H:20]2[CH2:24][CH2:23][CH2:22][O:21]2)[C:10]([NH:12][C:13]2[CH:18]=[N:17][CH:16]=[CH:15][N:14]=2)=[O:11])=[CH:5][C:4]=1[C:25]([F:28])([F:26])[F:27])(=[O:30])=[O:40], predict the reactants needed to synthesize it. The reactants are: [CH3:1][S:2][C:3]1[CH:8]=[CH:7][C:6]([CH:9]([CH2:19][C@H:20]2[CH2:24][CH2:23][CH2:22][O:21]2)[C:10]([NH:12][C:13]2[CH:18]=[N:17][CH:16]=[CH:15][N:14]=2)=[O:11])=[CH:5][C:4]=1[C:25]([F:28])([F:27])[F:26].C(O)=[O:30].OO.[Mn]([O-])(=O)(=O)=O.[K+].[OH2:40]. (7) Given the product [F:3][C:4]1[CH:9]=[CH:8][C:7]([CH:10]([OH:31])[CH:11]([CH2:17][C:18]2[CH:23]=[CH:22][CH:21]=[C:20]([O:24][C:25]3[CH:30]=[CH:29][CH:28]=[CH:27][CH:26]=3)[CH:19]=2)[C:12]([O:14][CH2:15][CH3:16])=[O:13])=[CH:6][CH:5]=1, predict the reactants needed to synthesize it. The reactants are: [BH4-].[Na+].[F:3][C:4]1[CH:9]=[CH:8][C:7]([C:10](=[O:31])[CH:11]([CH2:17][C:18]2[CH:23]=[CH:22][CH:21]=[C:20]([O:24][C:25]3[CH:30]=[CH:29][CH:28]=[CH:27][CH:26]=3)[CH:19]=2)[C:12]([O:14][CH2:15][CH3:16])=[O:13])=[CH:6][CH:5]=1.Cl.